Dataset: Reaction yield outcomes from USPTO patents with 853,638 reactions. Task: Predict the reaction yield, written as a fraction of the theoretical maximum amount of product (1.0 means a 100% yield; for example, 0.34 means a 34% yield). (1) The reactants are [F:1][C:2]([F:17])([F:16])[C:3]1[CH:4]=[C:5]([CH:9]=[C:10]([C:12]([F:15])([F:14])[F:13])[CH:11]=1)[C:6](Cl)=[O:7].[Cl:18][C:19]1[CH:20]=[C:21]([CH2:26][C@H:27]2[CH2:32][C@H:31]([N:33]3[CH2:38][CH2:37][N:36]([CH2:39][C:40]([NH:42][C:43]4[C:48]([CH3:49])=[CH:47][CH:46]=[CH:45][C:44]=4[CH3:50])=[O:41])[CH2:35][CH2:34]3)[CH2:30][CH2:29][NH:28]2)[CH:22]=[CH:23][C:24]=1[Cl:25].C(N(CC)CC)C. The catalyst is C(Cl)Cl. The product is [F:1][C:2]([F:17])([F:16])[C:3]1[CH:4]=[C:5]([CH:9]=[C:10]([C:12]([F:15])([F:14])[F:13])[CH:11]=1)[C:6]([N:28]1[CH2:29][CH2:30][C@@H:31]([N:33]2[CH2:34][CH2:35][N:36]([CH2:39][C:40]([NH:42][C:43]3[C:48]([CH3:49])=[CH:47][CH:46]=[CH:45][C:44]=3[CH3:50])=[O:41])[CH2:37][CH2:38]2)[CH2:32][C@@H:27]1[CH2:26][C:21]1[CH:22]=[CH:23][C:24]([Cl:25])=[C:19]([Cl:18])[CH:20]=1)=[O:7]. The yield is 0.440. (2) The reactants are [CH3:1][S:2]([O:5][C:6]1[CH:11]=[C:10]([C:12]([F:15])([F:14])[F:13])[CH:9]=[CH:8][C:7]=1[CH:16]1[O:20][N:19]=[C:18]([C:21](=O)[CH2:22]Cl)[CH2:17]1)(=[O:4])=[O:3].[C:25]([CH:28]1[CH2:33][CH2:32][N:31]([C:34]([O:36][C:37]([CH3:40])([CH3:39])[CH3:38])=[O:35])[CH2:30][CH2:29]1)(=[S:27])[NH2:26].O. The catalyst is O1CCCC1.[Br-].C([N+](CCCC)(CCCC)CCCC)CCC. The product is [CH3:1][S:2]([O:5][C:6]1[CH:11]=[C:10]([C:12]([F:15])([F:13])[F:14])[CH:9]=[CH:8][C:7]=1[CH:16]1[O:20][N:19]=[C:18]([C:21]2[N:26]=[C:25]([CH:28]3[CH2:33][CH2:32][N:31]([C:34]([O:36][C:37]([CH3:40])([CH3:39])[CH3:38])=[O:35])[CH2:30][CH2:29]3)[S:27][CH:22]=2)[CH2:17]1)(=[O:4])=[O:3]. The yield is 0.560. (3) The reactants are C([C:4]1[CH:16]=[CH:15][C:7]([O:8][CH2:9][C:10]([O:12][CH2:13][CH3:14])=[O:11])=[C:6]([CH3:17])[CH:5]=1)(=O)C.C1C=C(Cl)C=[C:20]([C:25]([O:27]O)=[O:26])C=1. The catalyst is ClCCl. The product is [C:25]([O:27][C:4]1[CH:16]=[CH:15][C:7]([O:8][CH2:9][C:10]([O:12][CH2:13][CH3:14])=[O:11])=[C:6]([CH3:17])[CH:5]=1)(=[O:26])[CH3:20]. The yield is 0.720. (4) The reactants are [CH3:1][C:2]1[O:3][C:4]([CH3:8])=[C:5]([CH3:7])[N:6]=1.[O:9]=[C:10]1[CH:14]=[CH:13][C:12](=[O:15])[N:11]1[C:16]1[CH:23]=[CH:22][C:19]([C:20]#[N:21])=[C:18]([C:24]([F:27])([F:26])[F:25])[CH:17]=1. The catalyst is C1(C)C=CC=CC=1. The product is [CH3:1][C:2]12[O:3][C:4]([CH3:8])([CH:14]3[C:10](=[O:9])[N:11]([C:16]4[CH:23]=[CH:22][C:19]([C:20]#[N:21])=[C:18]([C:24]([F:25])([F:27])[F:26])[CH:17]=4)[C:12](=[O:15])[CH:13]31)[C:5]([CH3:7])=[N:6]2. The yield is 0.350. (5) The reactants are [Cl:1][C:2]1[C:7]([CH3:8])=[C:6]([C:9]2[C:10]([CH3:15])=[N:11][O:12][C:13]=2[CH3:14])[C:5]([C:16]2[CH:21]=[CH:20][CH:19]=[C:18]([F:22])[CH:17]=2)=[C:4]([C:23](=O)[CH3:24])[CH:3]=1.C([O-])(=O)C.[NH4+].C([BH3-])#[N:32].[Na+].O1CCCC1. The catalyst is CO.C(#N)C. The product is [Cl:1][C:2]1[C:7]([CH3:8])=[C:6]([C:9]2[C:10]([CH3:15])=[N:11][O:12][C:13]=2[CH3:14])[C:5]([C:16]2[CH:21]=[CH:20][CH:19]=[C:18]([F:22])[CH:17]=2)=[C:4]([CH:23]([NH2:32])[CH3:24])[CH:3]=1. The yield is 0.870.